Predict the reactants needed to synthesize the given product. From a dataset of Full USPTO retrosynthesis dataset with 1.9M reactions from patents (1976-2016). (1) Given the product [C:26]([C:23]1[CH:24]=[CH:25][C:13]([NH:12][C:10]([C:7]2[C:6]3[CH:28]=[C:2]([NH:1][CH2:32][CH2:31][O:30][CH3:29])[CH:3]=[CH:4][C:5]=3[O:9][N:8]=2)=[O:11])=[C:14]([CH:22]=1)[C:15]([OH:17])=[O:16])#[N:27], predict the reactants needed to synthesize it. The reactants are: [NH2:1][C:2]1[CH:3]=[CH:4][C:5]2[O:9][N:8]=[C:7]([C:10]([NH:12][C:13]3[CH:25]=[CH:24][C:23]([C:26]#[N:27])=[CH:22][C:14]=3[C:15]([O:17]C(C)(C)C)=[O:16])=[O:11])[C:6]=2[CH:28]=1.[CH3:29][O:30][CH2:31][CH:32]=O. (2) Given the product [F:1][C@H:2]1[C@@H:7]([O:8][C:9]2[CH:16]=[CH:15][C:14]([C:17]3[N:22]=[C:21]([NH:23][C:24]4[CH:29]=[CH:28][C:27]([N:64]5[CH2:63][CH2:68][N:60]([CH:59]6[CH2:84][O:85][CH2:40]6)[CH2:66][CH2:65]5)=[CH:26][CH:25]=4)[N:20]=[CH:19][N:18]=3)=[CH:13][C:10]=2[C:11]#[N:12])[CH2:6][CH2:5][N:4]([C:79]([C:74]2[CH:75]=[N:76][CH:77]=[CH:78][N:73]=2)=[O:81])[CH2:3]1, predict the reactants needed to synthesize it. The reactants are: [F:1][C@H:2]1[C@@H:7]([O:8][C:9]2[CH:16]=[CH:15][C:14]([C:17]3[N:22]=[C:21]([NH:23][C:24]4[CH:29]=[CH:28][C:27](C5CCN(C6COC6)CC5)=[CH:26][CH:25]=4)[N:20]=[CH:19][N:18]=3)=[CH:13][C:10]=2[C:11]#[N:12])[CH2:6][CH2:5][NH:4][CH2:3]1.[CH:40](N(CC)C(C)C)(C)C.F[P-](F)(F)(F)(F)F.CN([C:59](N(C)C)=[N+:60]1[C:68]2[C:63](=[N:64][CH:65]=[CH:66]C=2)[N+]([O-])=N1)C.[N:73]1[CH:78]=[CH:77][N:76]=[CH:75][C:74]=1[C:79]([OH:81])=O.CN(C)[CH:84]=[O:85].